From a dataset of Full USPTO retrosynthesis dataset with 1.9M reactions from patents (1976-2016). Predict the reactants needed to synthesize the given product. (1) Given the product [N:25]([C@@H:28]([C@@H:32]([C:39]1[CH:40]=[CH:41][C:42]([Cl:45])=[CH:43][CH:44]=1)[CH:33]1[CH2:34][CH2:35][O:36][CH2:37][CH2:38]1)[C:29]([NH:1][C:2]1[CH:23]=[CH:22][CH:21]=[C:20]([F:24])[C:3]=1[CH2:4][CH2:5][C@H:6]1[CH2:10][O:9][C:8]([CH3:11])([CH3:12])[N:7]1[C:13]([O:15][C:16]([CH3:19])([CH3:17])[CH3:18])=[O:14])=[O:30])=[N+:26]=[N-:27], predict the reactants needed to synthesize it. The reactants are: [NH2:1][C:2]1[CH:23]=[CH:22][CH:21]=[C:20]([F:24])[C:3]=1[CH2:4][CH2:5][C@H:6]1[CH2:10][O:9][C:8]([CH3:12])([CH3:11])[N:7]1[C:13]([O:15][C:16]([CH3:19])([CH3:18])[CH3:17])=[O:14].[N:25]([C@@H:28]([C@@H:32]([C:39]1[CH:44]=[CH:43][C:42]([Cl:45])=[CH:41][CH:40]=1)[CH:33]1[CH2:38][CH2:37][O:36][CH2:35][CH2:34]1)[C:29](O)=[O:30])=[N+:26]=[N-:27].O=P(Cl)(Cl)Cl. (2) The reactants are: C([O:3][CH2:4][CH2:5][CH2:6][N:7]1[C:12](=[O:13])[C:11]2[C:14]([CH2:26][C:27]3[CH:32]=[CH:31][C:30]([Cl:33])=[CH:29][CH:28]=3)=[C:15]([O:18][C:19]3[CH:24]=[CH:23][CH:22]=[C:21]([Cl:25])[CH:20]=3)[N:16]=[CH:17][C:10]=2[N:9]([CH3:34])[C:8]1=[O:35])=O.O[Li].O. Given the product [Cl:33][C:30]1[CH:29]=[CH:28][C:27]([CH2:26][C:14]2[C:11]3[C:12](=[O:13])[N:7]([CH2:6][CH2:5][CH2:4][OH:3])[C:8](=[O:35])[N:9]([CH3:34])[C:10]=3[CH:17]=[N:16][C:15]=2[O:18][C:19]2[CH:24]=[CH:23][CH:22]=[C:21]([Cl:25])[CH:20]=2)=[CH:32][CH:31]=1, predict the reactants needed to synthesize it.